Task: Binary Classification. Given a drug SMILES string, predict its activity (active/inactive) in a high-throughput screening assay against a specified biological target.. Dataset: Kir2.1 potassium channel HTS with 301,493 compounds (1) The result is 0 (inactive). The molecule is Clc1c(COc2c(c3oc(=O)c(c(c3cc2)C)CC(O)=O)C)c(F)ccc1. (2) The molecule is O=C/1C=C(N(CC)CC)C=CC1=C\Nc1c(cccc1)C. The result is 0 (inactive). (3) The compound is Brc1cc2c(N)c(oc2cc1)C(=O)c1ccccc1. The result is 0 (inactive). (4) The molecule is o1nc2c(N3CCN(CC3)CC)cc(N3CCN(CC3)C(=O)c3occc3)c3c2c1c1c(C3=O)cccc1. The result is 0 (inactive). (5) The result is 0 (inactive). The compound is s1c(/C=C(\NC(=O)c2ccccc2)C(=O)N2CCN(CC2)C)ccc1. (6) The molecule is S(CC(=O)N1CCCC1)c1n(c(nn1)Cc1[nH]c(=O)[nH]c(=O)c1)c1ccc(OC)cc1. The result is 0 (inactive). (7) The molecule is N1C(C=C(c2c1ccc(c2)C)C)(C)C. The result is 0 (inactive). (8) The compound is FC(F)(F)c1c(CNC(=O)CCc2oc(nn2)COc2ccccc2)cccc1. The result is 0 (inactive). (9) The result is 0 (inactive). The molecule is OC1=C(C(N(C1=O)c1ccc(O)cc1)c1c(OC)ccc(OC)c1)C(=O)C. (10) The molecule is s1c(c(c(c1NC(=O)/C=C\c1c2c(ccc1)cccc2)C(=O)N)C)Cc1ccccc1. The result is 0 (inactive).